Dataset: Peptide-MHC class I binding affinity with 185,985 pairs from IEDB/IMGT. Task: Regression. Given a peptide amino acid sequence and an MHC pseudo amino acid sequence, predict their binding affinity value. This is MHC class I binding data. The peptide sequence is FRRFTQAIY. The MHC is HLA-B57:01 with pseudo-sequence HLA-B57:01. The binding affinity (normalized) is 0.0847.